Regression/Classification. Given a drug SMILES string, predict its absorption, distribution, metabolism, or excretion properties. Task type varies by dataset: regression for continuous measurements (e.g., permeability, clearance, half-life) or binary classification for categorical outcomes (e.g., BBB penetration, CYP inhibition). Dataset: rlm. From a dataset of Rat liver microsome stability data. (1) The compound is COc1cc(NS(=O)(=O)c2ccc(C)cc2)c(C(=O)Nc2nc(-c3ccccc3)cs2)cc1OC. The result is 1 (stable in rat liver microsomes). (2) The molecule is Cc1ccc(S(=O)(=O)Nc2cnccc2C(=O)Nc2nc(-c3ccc(Cl)c(Cl)c3)cs2)cc1. The result is 0 (unstable in rat liver microsomes). (3) The compound is CCN1C[C@H]2N(C(=O)[C@H]3CC[C@H](C(=O)O)CC3)CC[C@@]2(S(=O)(=O)c2ccc(F)cc2)c2ccc(C(F)(C(F)(F)F)C(F)(F)F)cc21. The result is 0 (unstable in rat liver microsomes). (4) The molecule is NS(=O)(=O)c1ccc(-c2cnn3cc(-c4ccc(N5CCNCC5)nc4)cnc23)c2ccccc12. The result is 0 (unstable in rat liver microsomes). (5) The compound is CCN1C(=O)C(c2cc(-c3cnn(C)c3)c(O)cc2O)C(=O)N(c2ccccc2)c2cc(C(F)(F)F)ccc21. The result is 1 (stable in rat liver microsomes). (6) The drug is CC(=O)Nc1cc(-c2nc(Nc3ccc(F)c(F)c3)c3ccccc3n2)ccn1. The result is 1 (stable in rat liver microsomes).